Dataset: Reaction yield outcomes from USPTO patents with 853,638 reactions. Task: Predict the reaction yield, written as a fraction of the theoretical maximum amount of product (1.0 means a 100% yield; for example, 0.34 means a 34% yield). (1) The reactants are [N:1]12[CH2:7][C@H:4]([CH2:5][CH2:6]1)[C@H:3]([OH:8])[CH2:2]2.[H-].[Na+].[N:11]([C:14]([C:17]1[CH:22]=[CH:21][CH:20]=[C:19]([C:23]([CH3:25])=[CH2:24])[CH:18]=1)([CH3:16])[CH3:15])=[C:12]=[O:13]. The catalyst is C1COCC1. The product is [N:1]12[CH2:7][C@H:4]([CH2:5][CH2:6]1)[C@H:3]([O:8][C:12](=[O:13])[NH:11][C:14]([C:17]1[CH:22]=[CH:21][CH:20]=[C:19]([C:23]([CH3:25])=[CH2:24])[CH:18]=1)([CH3:16])[CH3:15])[CH2:2]2. The yield is 0.260. (2) The reactants are [F:1][C:2]1[CH:40]=[C:39]([F:41])[CH:38]=[CH:37][C:3]=1[O:4][C:5]1[CH:10]=[C:9]([NH:11][CH3:12])[C:8]([N+:13]([O-])=O)=[CH:7][C:6]=1[C:16]1[C:17]2[CH:26]=[CH:25][N:24]([S:27]([C:30]3[CH:35]=[CH:34][C:33]([CH3:36])=[CH:32][CH:31]=3)(=[O:29])=[O:28])[C:18]=2[C:19](=[O:23])[N:20]([CH3:22])[CH:21]=1.CO.[Cl-].[NH4+]. The catalyst is C(OCC)(=O)C.ClCCl.[Zn]. The product is [NH2:13][C:8]1[C:9]([NH:11][CH3:12])=[CH:10][C:5]([O:4][C:3]2[CH:37]=[CH:38][C:39]([F:41])=[CH:40][C:2]=2[F:1])=[C:6]([C:16]2[C:17]3[CH:26]=[CH:25][N:24]([S:27]([C:30]4[CH:31]=[CH:32][C:33]([CH3:36])=[CH:34][CH:35]=4)(=[O:29])=[O:28])[C:18]=3[C:19](=[O:23])[N:20]([CH3:22])[CH:21]=2)[CH:7]=1. The yield is 0.990. (3) The reactants are Cl.[NH2:2][CH:3]1[CH2:8][CH2:7][N:6]([CH2:9][CH2:10][C:11]2[C:12]([F:23])=[CH:13][CH:14]=[C:15]3[C:20]=2[N:19]([CH3:21])[C:18](=[O:22])[CH:17]=[CH:16]3)[CH2:5][CH2:4]1.[N:24]1[C:29]2[O:30][CH2:31][CH2:32][O:33][C:28]=2[CH:27]=[C:26]([CH:34]=O)[N:25]=1.[C:36]([O-:39])(=[O:38])[CH3:37].[Na+]. The catalyst is C(O)(=O)C.ClCCl.CO. The product is [C:18]([OH:22])(=[O:30])/[CH:17]=[CH:37]/[C:36]([OH:39])=[O:38].[N:24]1[C:29]2[O:30][CH2:31][CH2:32][O:33][C:28]=2[CH:27]=[C:26]([CH2:34][NH:2][CH:3]2[CH2:8][CH2:7][N:6]([CH2:9][CH2:10][C:11]3[C:12]([F:23])=[CH:13][CH:14]=[C:15]4[C:20]=3[N:19]([CH3:21])[C:18](=[O:22])[CH:17]=[CH:16]4)[CH2:5][CH2:4]2)[N:25]=1. The yield is 0.300. (4) The reactants are [Cl:1][C:2]1[CH:3]=[C:4]([O:12][C:13]2[CH:20]=[CH:19][C:16]([CH:17]=O)=[CH:15][CH:14]=2)[CH:5]=[C:6]([C:8]([F:11])([F:10])[F:9])[CH:7]=1.[H-].[Na+].[CH2:23]1COCC1. The catalyst is [Br-].C[P+](C1C=CC=CC=1)(C1C=CC=CC=1)C1C=CC=CC=1. The product is [Cl:1][C:2]1[CH:7]=[C:6]([C:8]([F:11])([F:10])[F:9])[CH:5]=[C:4]([O:12][C:13]2[CH:20]=[CH:19][C:16]([CH:17]=[CH2:23])=[CH:15][CH:14]=2)[CH:3]=1. The yield is 0.800. (5) The yield is 0.310. The product is [F:20][C:17]([F:18])([F:19])[C:3]1[CH:4]=[C:5]([NH:7][C:8]2[N:13]=[CH:12][CH:11]=[CH:10][C:9]=2[C:14]([O:16][C:27]2[CH:28]=[CH:29][C:24]([N+:21]([O-:23])=[O:22])=[CH:25][CH:26]=2)=[O:15])[CH:6]=[CH:1][CH:2]=1. The reactants are [CH:1]1[CH:2]=[C:3]([C:17]([F:20])([F:19])[F:18])[CH:4]=[C:5]([NH:7][C:8]2[N:13]=[CH:12][CH:11]=[CH:10][C:9]=2[C:14]([OH:16])=[O:15])[CH:6]=1.[N+:21]([C:24]1[CH:29]=[CH:28][C:27](O)=[CH:26][CH:25]=1)([O-:23])=[O:22].CCN=C=NCCCN(C)C. The catalyst is C(Cl)Cl. (6) The reactants are [Br:1][C:2]1[CH:3]=[C:4]2[C:9](=[CH:10][CH:11]=1)[CH:8]=[C:7]([OH:12])[CH:6]=[CH:5]2.[CH:13]1([CH:18](O)[CH3:19])[CH2:17][CH2:16][CH2:15][CH2:14]1.C1(P(C2C=CC=CC=2)C2C=CC=CC=2)C=CC=CC=1.N(C(OC(C)C)=O)=NC(OC(C)C)=O. The catalyst is C1COCC1. The product is [Br:1][C:2]1[CH:11]=[CH:10][C:9]2[C:4](=[CH:5][CH:6]=[C:7]([O:12][CH2:19][CH2:18][CH:13]3[CH2:17][CH2:16][CH2:15][CH2:14]3)[CH:8]=2)[CH:3]=1. The yield is 0.910. (7) The reactants are [CH3:1][N:2]1[CH2:7][CH2:6]N[CH2:4][CH2:3]1.Cl.[CH3:9][C:10]1[S:24][C:13]2[NH:14][C:15]3[CH:23]=[CH:22][CH:21]=[CH:20][C:16]=3[N:17]=[C:18]([NH2:19])[C:12]=2[CH:11]=1.C1(C)C=CC=CC=1. The catalyst is CS(C)=O.C(OCC)(=O)C. The product is [CH3:9][C:10]1[S:24][C:13]2[NH:14][C:15]3[CH:23]=[CH:22][CH:21]=[CH:20][C:16]=3[N:17]=[C:18]([N:19]3[CH2:6][CH2:7][N:2]([CH3:1])[CH2:3][CH2:4]3)[C:12]=2[CH:11]=1. The yield is 0.370. (8) The reactants are [Cl:1][C:2]1[CH:18]=[CH:17][C:5]2[C:6]3[N:7]([N:11]=[C:12]([C:14]([NH2:16])=O)[N:13]=3)[CH2:8][CH2:9][O:10][C:4]=2[CH:3]=1.[C:19]1([CH3:25])C=CC=C[CH:20]=1.COC(OC)N(C)C.Cl.[CH:35]([NH:38][NH2:39])(C)C.C(O)(=O)C. No catalyst specified. The product is [Cl:1][C:2]1[CH:18]=[CH:17][C:5]2[C:6]3[N:7]([N:11]=[C:12]([C:14]4[N:39]([CH:19]([CH3:25])[CH3:20])[N:38]=[CH:35][N:16]=4)[N:13]=3)[CH2:8][CH2:9][O:10][C:4]=2[CH:3]=1. The yield is 0.980. (9) The reactants are C(O[C:6]([NH:8][C@@H:9]([CH2:33][C:34]#[CH:35])[C:10]([NH:12][C@@H:13]([CH2:24][C:25]1[CH:30]=[CH:29][C:28]([O:31][CH3:32])=[CH:27][CH:26]=1)[C:14]([O:16][CH2:17][C:18]1[CH:23]=[CH:22][CH:21]=[CH:20][CH:19]=1)=[O:15])=[O:11])=[O:7])(C)(C)C.C(O)(C(F)(F)F)=O.[O:43]1[CH2:48][CH2:47][N:46]([CH2:49]C(O)=O)[CH2:45][CH2:44]1.CN(C(ON1N=NC2C=CC=NC1=2)=[N+](C)C)C.F[P-](F)(F)(F)(F)F.CN1CCOCC1. The product is [CH3:32][O:31][C:28]1[CH:29]=[CH:30][C:25]([CH2:24][C@H:13]([NH:12][C:10](=[O:11])[C@@H:9]([NH:8][C:6](=[O:7])[CH2:49][N:46]2[CH2:47][CH2:48][O:43][CH2:44][CH2:45]2)[CH2:33][C:34]#[CH:35])[C:14]([O:16][CH2:17][C:18]2[CH:23]=[CH:22][CH:21]=[CH:20][CH:19]=2)=[O:15])=[CH:26][CH:27]=1. The yield is 0.690. The catalyst is ClCCl.O.